This data is from Forward reaction prediction with 1.9M reactions from USPTO patents (1976-2016). The task is: Predict the product of the given reaction. (1) Given the reactants [CH3:1][C:2]1[CH:19]=[CH:18][C:5]([CH2:6][S:7]([CH2:10][CH2:11][CH2:12][N:13]2[CH2:17][CH2:16][CH2:15][CH2:14]2)(=[O:9])=[O:8])=[CH:4][CH:3]=1.[CH3:20][I:21], predict the reaction product. The product is: [I-:21].[CH3:20][N+:13]1([CH2:12][CH2:11][CH2:10][S:7]([CH2:6][C:5]2[CH:4]=[CH:3][C:2]([CH3:1])=[CH:19][CH:18]=2)(=[O:8])=[O:9])[CH2:14][CH2:15][CH2:16][CH2:17]1. (2) Given the reactants [CH3:16][C:11]1([CH3:17])[C:12]([CH3:15])([CH3:14])[O:13][B:9]([B:9]2[O:13][C:12]([CH3:15])([CH3:14])[C:11]([CH3:17])([CH3:16])[O:10]2)[O:10]1.C([O-])(=O)C.[K+].I[C:25]1[CH:26]=[N:27][N:28]([CH3:34])[C:29]=1[C:30]([O:32][CH3:33])=[O:31], predict the reaction product. The product is: [CH3:34][N:28]1[C:29]([C:30]([O:32][CH3:33])=[O:31])=[C:25]([B:9]2[O:10][C:11]([CH3:16])([CH3:17])[C:12]([CH3:14])([CH3:15])[O:13]2)[CH:26]=[N:27]1. (3) The product is: [NH2:13][C:4]1[CH:5]=[C:6]([CH2:7][CH2:8][C:9]([O:11][CH3:12])=[O:10])[N:2]([CH3:1])[N:3]=1. Given the reactants [CH3:1][N:2]1[C:6](/[CH:7]=[CH:8]/[C:9]([O:11][CH3:12])=[O:10])=[CH:5][C:4]([N+:13]([O-])=O)=[N:3]1, predict the reaction product. (4) Given the reactants [F:1][C:2]1[CH:7]=[C:6]([C:8]([OH:11])([CH3:10])[CH3:9])[CH:5]=[C:4]([F:12])[C:3]=1[C:13]1[S:17][C:16]([NH:18][C:19]2[CH:24]=[CH:23][N:22]=[C:21]([O:25]CC[Si](C)(C)C)[N:20]=2)=[C:15]([C:32]([NH2:34])=[O:33])[CH:14]=1, predict the reaction product. The product is: [F:12][C:4]1[CH:5]=[C:6]([C:8]([OH:11])([CH3:9])[CH3:10])[CH:7]=[C:2]([F:1])[C:3]=1[C:13]1[S:17][C:16]([NH:18][C:19]2[CH:24]=[CH:23][NH:22][C:21](=[O:25])[N:20]=2)=[C:15]([C:32]([NH2:34])=[O:33])[CH:14]=1. (5) Given the reactants Cl[C:2]1[C:7]([N+:8]([O-:10])=[O:9])=[C:6]([O:11][CH3:12])[N:5]=[C:4]([O:13][CH3:14])[N:3]=1.[C:15]([CH2:17][C:18]1[CH:19]=[C:20]([CH:23]=[C:24]([CH3:26])[CH:25]=1)[C:21]#[N:22])#[N:16].[H-].[Na+], predict the reaction product. The product is: [C:15]([CH:17]([C:2]1[C:7]([N+:8]([O-:10])=[O:9])=[C:6]([O:11][CH3:12])[N:5]=[C:4]([O:13][CH3:14])[N:3]=1)[C:18]1[CH:19]=[C:20]([CH:23]=[C:24]([CH3:26])[CH:25]=1)[C:21]#[N:22])#[N:16]. (6) Given the reactants [NH2:1][CH2:2][C:3]1[CH:17]=[CH:16][C:6]([CH2:7][NH:8][C:9](=[O:15])[O:10][C:11]([CH3:14])([CH3:13])[CH3:12])=[CH:5][CH:4]=1.[N:18]1[CH:23]=[CH:22][CH:21]=[CH:20][C:19]=1[CH:24]=O.[BH4-].[Na+], predict the reaction product. The product is: [N:18]1[CH:23]=[CH:22][CH:21]=[CH:20][C:19]=1[CH2:24][NH:1][CH2:2][C:3]1[CH:17]=[CH:16][C:6]([CH2:7][NH:8][C:9](=[O:15])[O:10][C:11]([CH3:12])([CH3:13])[CH3:14])=[CH:5][CH:4]=1.